Dataset: NCI-60 drug combinations with 297,098 pairs across 59 cell lines. Task: Regression. Given two drug SMILES strings and cell line genomic features, predict the synergy score measuring deviation from expected non-interaction effect. (1) Drug 1: CN1C(=O)N2C=NC(=C2N=N1)C(=O)N. Drug 2: CCCCC(=O)OCC(=O)C1(CC(C2=C(C1)C(=C3C(=C2O)C(=O)C4=C(C3=O)C=CC=C4OC)O)OC5CC(C(C(O5)C)O)NC(=O)C(F)(F)F)O. Cell line: BT-549. Synergy scores: CSS=43.3, Synergy_ZIP=1.96, Synergy_Bliss=1.86, Synergy_Loewe=-28.5, Synergy_HSA=0.792. (2) Drug 1: C1CC(=O)NC(=O)C1N2CC3=C(C2=O)C=CC=C3N. Drug 2: C1=NNC2=C1C(=O)NC=N2. Cell line: UACC62. Synergy scores: CSS=4.41, Synergy_ZIP=-1.44, Synergy_Bliss=0.902, Synergy_Loewe=0.534, Synergy_HSA=0.591. (3) Drug 1: CC12CCC(CC1=CCC3C2CCC4(C3CC=C4C5=CN=CC=C5)C)O. Drug 2: CC12CCC3C(C1CCC2=O)CC(=C)C4=CC(=O)C=CC34C. Cell line: HL-60(TB). Synergy scores: CSS=54.2, Synergy_ZIP=1.32, Synergy_Bliss=-3.39, Synergy_Loewe=-6.60, Synergy_HSA=-6.98. (4) Synergy scores: CSS=5.15, Synergy_ZIP=-1.16, Synergy_Bliss=2.43, Synergy_Loewe=0.945, Synergy_HSA=0.904. Drug 2: C1C(C(OC1N2C=NC(=NC2=O)N)CO)O. Cell line: A549. Drug 1: CC1C(C(CC(O1)OC2CC(CC3=C2C(=C4C(=C3O)C(=O)C5=C(C4=O)C(=CC=C5)OC)O)(C(=O)CO)O)N)O.Cl. (5) Drug 1: C1=NC2=C(N=C(N=C2N1C3C(C(C(O3)CO)O)O)F)N. Drug 2: C#CCC(CC1=CN=C2C(=N1)C(=NC(=N2)N)N)C3=CC=C(C=C3)C(=O)NC(CCC(=O)O)C(=O)O. Cell line: HS 578T. Synergy scores: CSS=55.0, Synergy_ZIP=0.207, Synergy_Bliss=-3.09, Synergy_Loewe=-13.7, Synergy_HSA=-4.13. (6) Drug 1: CC1=C(C(CCC1)(C)C)C=CC(=CC=CC(=CC(=O)O)C)C. Drug 2: CC12CCC3C(C1CCC2OP(=O)(O)O)CCC4=C3C=CC(=C4)OC(=O)N(CCCl)CCCl.[Na+]. Cell line: 786-0. Synergy scores: CSS=-3.49, Synergy_ZIP=1.53, Synergy_Bliss=0.466, Synergy_Loewe=-2.76, Synergy_HSA=-3.03.